Dataset: Full USPTO retrosynthesis dataset with 1.9M reactions from patents (1976-2016). Task: Predict the reactants needed to synthesize the given product. (1) Given the product [Br:21][C:2]1[S:3][CH:4]=[C:5]([CH2:7][O:8][N:9]2[C:17](=[O:18])[C:16]3[C:11](=[CH:12][CH:13]=[CH:14][CH:15]=3)[C:10]2=[O:19])[N:6]=1, predict the reactants needed to synthesize it. The reactants are: N[C:2]1[S:3][CH:4]=[C:5]([CH2:7][O:8][N:9]2[C:17](=[O:18])[C:16]3[C:11](=[CH:12][CH:13]=[CH:14][CH:15]=3)[C:10]2=[O:19])[N:6]=1.[Na+].[Br-:21].N(OC(C)(C)C)=O. (2) Given the product [Cl:43][C:44]1[CH:52]=[C:51]([NH:53][C:20](=[O:22])[C@@H:19]([NH:18][C:16]([C@H:13]2[CH2:14][CH2:15][C@H:10]([CH2:9][NH:8][C:6](=[O:7])[O:5][C:1]([CH3:4])([CH3:2])[CH3:3])[CH2:11][CH2:12]2)=[O:17])[CH2:23][C:24]2[CH:25]=[CH:26][C:27]([C:30]3[CH:35]=[CH:34][C:33]([C:36](=[O:41])[NH:37][CH:38]([CH3:40])[CH3:39])=[CH:32][CH:31]=3)=[C:28]([CH3:54])[CH:29]=2)[CH:50]=[C:49]2[C:45]=1[CH:46]=[N:47][NH:48]2, predict the reactants needed to synthesize it. The reactants are: [C:1]([O:5][C:6]([NH:8][CH2:9][C@H:10]1[CH2:15][CH2:14][C@H:13]([C:16]([NH:18][C@@H:19]([CH2:23][C:24]2[CH:29]=[CH:28][C:27]([C:30]3[CH:35]=[CH:34][C:33]([C:36](=[O:41])[NH:37][CH:38]([CH3:40])[CH3:39])=[CH:32][C:31]=3C)=[CH:26][CH:25]=2)[C:20]([OH:22])=O)=[O:17])[CH2:12][CH2:11]1)=[O:7])([CH3:4])([CH3:3])[CH3:2].[Cl:43][C:44]1[CH:52]=[C:51]([NH2:53])[CH:50]=[C:49]2[C:45]=1[CH:46]=[N:47][NH:48]2.[CH:54](N(CC)C(C)C)(C)C.C(P1(=O)OP(=O)(CCC)OP(=O)(CCC)O1)CC. (3) Given the product [F:16][C:17]([C:20]1[CH:21]=[C:22]([NH:26][C:27](=[O:36])[C:28]2[CH:29]=[CH:30][C:31]([CH3:34])=[C:32]([NH:1][C:2]3[N:6]([C:7]4[CH:8]=[C:9]([NH:13][CH3:14])[N:10]=[CH:11][N:12]=4)[N:5]=[C:4]([CH3:15])[CH:3]=3)[CH:33]=2)[CH:23]=[N:24][CH:25]=1)([CH3:19])[CH3:18], predict the reactants needed to synthesize it. The reactants are: [NH2:1][C:2]1[N:6]([C:7]2[N:12]=[CH:11][N:10]=[C:9]([NH:13][CH3:14])[CH:8]=2)[N:5]=[C:4]([CH3:15])[CH:3]=1.[F:16][C:17]([C:20]1[CH:21]=[C:22]([NH:26][C:27](=[O:36])[C:28]2[CH:33]=[CH:32][C:31]([CH3:34])=[C:30](I)[CH:29]=2)[CH:23]=[N:24][CH:25]=1)([CH3:19])[CH3:18].CC1(C)C2C(=C(P(C3C=CC=CC=3)C3C=CC=CC=3)C=CC=2)OC2C(P(C3C=CC=CC=3)C3C=CC=CC=3)=CC=CC1=2.C([O-])([O-])=O.[Cs+].[Cs+]. (4) Given the product [Si:25]([O:32][CH2:33][C@@H:34]1[CH:39]=[C:38]([CH2:40][OH:41])[C@H:37]([OH:42])[CH2:36][N:35]1[C:43]([O:45][C:46]([CH3:49])([CH3:48])[CH3:47])=[O:44])([C:28]([CH3:31])([CH3:30])[CH3:29])([CH3:27])[CH3:26], predict the reactants needed to synthesize it. The reactants are: [Si](OC[C@@H]1C(C)=C[C@H](O)CN1C(OC(C)(C)C)=O)(C(C)(C)C)(C)C.[Si:25]([O:32][CH2:33][C@@H:34]1[CH:39]=[C:38]([CH2:40][OH:41])[C:37](=[O:42])[CH2:36][N:35]1[C:43]([O:45][C:46]([CH3:49])([CH3:48])[CH3:47])=[O:44])([C:28]([CH3:31])([CH3:30])[CH3:29])([CH3:27])[CH3:26]. (5) Given the product [O:14]1[C:18]2[CH:19]=[CH:20][C:21]([C:23]3[NH:1][C:2]4[N:6]([N:5]=[C:4]([OH:7])[C:3]=4[C:8]4[CH:9]=[N:10][CH:11]=[CH:12][CH:13]=4)[C:25](=[O:26])[CH:24]=3)=[CH:22][C:17]=2[CH2:16][CH2:15]1, predict the reactants needed to synthesize it. The reactants are: [NH2:1][C:2]1[NH:6][N:5]=[C:4]([OH:7])[C:3]=1[C:8]1[CH:9]=[N:10][CH:11]=[CH:12][CH:13]=1.[O:14]1[C:18]2[CH:19]=[CH:20][C:21]([C:23](=O)[CH2:24][C:25](OC)=[O:26])=[CH:22][C:17]=2[CH2:16][CH2:15]1. (6) The reactants are: [CH2:1]1[C:6]2([CH2:11][CH2:10][CH2:9][CH2:8][CH2:7]2)[CH2:5][CH2:4][CH:3]([OH:12])[CH2:2]1.O[C:14]1[C:15]([C:31]([F:34])([F:33])[F:32])=[C:16]2[C:21](=[CH:22][CH:23]=1)[CH:20]=[C:19]([C@:24]1([CH3:30])[CH2:28][O:27][C:26](=[O:29])[NH:25]1)[CH:18]=[CH:17]2.C1(P(C2C=CC=CC=2)C2C=CC=CC=2)C=CC=CC=1.O1CCCC1.N(C(OC(C)C)=O)=NC(OC(C)C)=O. Given the product [CH3:30][C@@:24]1([C:19]2[CH:18]=[CH:17][C:16]3[C:21](=[CH:22][CH:23]=[C:14]([O:12][CH:3]4[CH2:2][CH2:1][C:6]5([CH2:7][CH2:8][CH2:9][CH2:10][CH2:11]5)[CH2:5][CH2:4]4)[C:15]=3[C:31]([F:34])([F:32])[F:33])[CH:20]=2)[CH2:28][O:27][C:26](=[O:29])[NH:25]1, predict the reactants needed to synthesize it. (7) Given the product [C:1]([O:5][C:6](=[O:19])[N:7]([C:8]1[CH:9]=[N:10][CH:11]=[CH:12][C:13]=1[C:22]1[CH:23]=[CH:24][CH:25]=[CH:26][C:21]=1[Cl:20])[CH2:15][CH:16]([F:18])[F:17])([CH3:4])([CH3:3])[CH3:2], predict the reactants needed to synthesize it. The reactants are: [C:1]([O:5][C:6](=[O:19])[N:7]([CH2:15][CH:16]([F:18])[F:17])[C:8]1[CH:9]=[N:10][CH:11]=[CH:12][C:13]=1I)([CH3:4])([CH3:3])[CH3:2].[Cl:20][C:21]1[CH:26]=[CH:25][CH:24]=[CH:23][C:22]=1B(O)O. (8) Given the product [Cl:16][C:14]1[CH:13]=[CH:12][N:11]=[C:10]([NH:9][C:7]([NH:6][C:4](=[O:5])[O:3][CH2:1][CH3:2])=[S:8])[CH:15]=1, predict the reactants needed to synthesize it. The reactants are: [CH2:1]([O:3][C:4]([N:6]=[C:7]=[S:8])=[O:5])[CH3:2].[NH2:9][C:10]1[CH:15]=[C:14]([Cl:16])[CH:13]=[CH:12][N:11]=1. (9) Given the product [N:29]1[CH:30]=[CH:31][CH:32]=[C:27]([C:25]#[C:26][C:2]2[S:6][C:5]([C:7]3[N:8]=[C:9]4[CH:14]=[N:13][CH:12]=[CH:11][N:10]4[C:15]=3[NH:16][C:17]([CH3:24])([CH3:23])[CH2:18][C:19]([CH3:20])([CH3:21])[CH3:22])=[CH:4][CH:3]=2)[CH:28]=1, predict the reactants needed to synthesize it. The reactants are: Br[C:2]1[S:6][C:5]([C:7]2[N:8]=[C:9]3[CH:14]=[N:13][CH:12]=[CH:11][N:10]3[C:15]=2[NH:16][C:17]([CH3:24])([CH3:23])[CH2:18][C:19]([CH3:22])([CH3:21])[CH3:20])=[CH:4][CH:3]=1.[C:25]([C:27]1[CH:28]=[N:29][CH:30]=[CH:31][CH:32]=1)#[CH:26].C(N(CC)CC)C.C(=O)([O-])[O-].[Na+].[Na+].